From a dataset of Catalyst prediction with 721,799 reactions and 888 catalyst types from USPTO. Predict which catalyst facilitates the given reaction. Reactant: [CH:1]([NH:14][C:15]1[CH:20]=[CH:19][C:18]([N+:21]([O-:23])=[O:22])=[CH:17][C:16]=1I)([C:8]1[CH:13]=[CH:12][CH:11]=[CH:10][CH:9]=1)[C:2]1[CH:7]=[CH:6][CH:5]=[CH:4][CH:3]=1.[CH3:25][O:26][C:27](=[O:42])[C:28]1[CH:33]=[CH:32][C:31]([O:34][CH2:35][CH2:36][C:37]#[C:38][CH2:39][CH2:40][OH:41])=[CH:30][CH:29]=1.[Li+].[Cl-]. Product: [CH3:25][O:26][C:27](=[O:42])[C:28]1[CH:29]=[CH:30][C:31]([O:34][CH2:35][CH2:36][C:37]2[C:16]3[C:15](=[CH:20][CH:19]=[C:18]([N+:21]([O-:23])=[O:22])[CH:17]=3)[N:14]([CH:1]([C:8]3[CH:13]=[CH:12][CH:11]=[CH:10][CH:9]=3)[C:2]3[CH:7]=[CH:6][CH:5]=[CH:4][CH:3]=3)[C:38]=2[CH2:39][CH2:40][OH:41])=[CH:32][CH:33]=1. The catalyst class is: 826.